From a dataset of Catalyst prediction with 721,799 reactions and 888 catalyst types from USPTO. Predict which catalyst facilitates the given reaction. Reactant: [Cl:1][C:2]1[CH:3]=[C:4]([S:9]([N:12]([CH2:26][P:27](=[O:34])([O:31]CC)[O:28]CC)[C:13]2[CH:14]=[C:15]3[C:19](=[CH:20][CH:21]=2)[N:18]([C:22](=[O:25])[NH:23][CH3:24])[CH2:17][CH2:16]3)(=[O:11])=[O:10])[CH:5]=[C:6]([Cl:8])[CH:7]=1.C[Si](Br)(C)C.CO. Product: [Cl:1][C:2]1[CH:3]=[C:4]([S:9]([N:12]([CH2:26][P:27](=[O:28])([OH:34])[OH:31])[C:13]2[CH:14]=[C:15]3[C:19](=[CH:20][CH:21]=2)[N:18]([C:22](=[O:25])[NH:23][CH3:24])[CH2:17][CH2:16]3)(=[O:10])=[O:11])[CH:5]=[C:6]([Cl:8])[CH:7]=1. The catalyst class is: 4.